Dataset: Forward reaction prediction with 1.9M reactions from USPTO patents (1976-2016). Task: Predict the product of the given reaction. (1) Given the reactants [O:1]=[C:2]1[N:6]([CH:7]2[CH2:12][CH2:11][NH:10][CH2:9][CH2:8]2)[C:5]2[CH:13]=[CH:14][CH:15]=[CH:16][C:4]=2[NH:3]1.[CH:17]1[CH:22]=[CH:21][C:20]([O:23][C:24](OC2C=CC=CC=2)=[N:25][C:26]#[N:27])=[CH:19][CH:18]=1, predict the reaction product. The product is: [C:20]1([O:23][C:24]([N:10]2[CH2:9][CH2:8][CH:7]([N:6]3[C:5]4[CH:13]=[CH:14][CH:15]=[CH:16][C:4]=4[NH:3][C:2]3=[O:1])[CH2:12][CH2:11]2)=[N:25][C:26]#[N:27])[CH:21]=[CH:22][CH:17]=[CH:18][CH:19]=1. (2) Given the reactants [C:1]1([CH3:10])[CH:6]=[CH:5][C:4]([C:7]([NH2:9])=[O:8])=[CH:3][CH:2]=1.[CH3:11][C:12]([CH:15]=O)([CH3:14])[CH3:13].[NH:17]1[C:21]2[CH:22]=[CH:23][CH:24]=[CH:25][C:20]=2[N:19]=[N:18]1, predict the reaction product. The product is: [N:17]1([CH:15]([NH:9][C:7](=[O:8])[C:4]2[CH:5]=[CH:6][C:1]([CH3:10])=[CH:2][CH:3]=2)[C:12]([CH3:13])([CH3:14])[CH3:11])[C:21]2[CH:22]=[CH:23][CH:24]=[CH:25][C:20]=2[N:19]=[N:18]1. (3) Given the reactants [OH:1][CH2:2][C:3]([CH3:8])([CH3:7])[C:4]([OH:6])=O.CN(C(ON1N=NC2C=CC=NC1=2)=[N+](C)C)C.F[P-](F)(F)(F)(F)F.CCN(C(C)C)C(C)C.O[N:43]=[C:44]([NH2:65])[NH:45][C:46]1[CH:47]=[CH:48][C:49]([CH3:64])=[C:50]([NH:52][C:53]([C:55]2[N:59]3[CH:60]=[CH:61][CH:62]=[CH:63][C:58]3=[N:57][CH:56]=2)=[O:54])[CH:51]=1, predict the reaction product. The product is: [OH:1][CH2:2][C:3]([C:4]1[O:6][N:65]=[C:44]([NH:45][C:46]2[CH:47]=[CH:48][C:49]([CH3:64])=[C:50]([NH:52][C:53]([C:55]3[N:59]4[CH:60]=[CH:61][CH:62]=[CH:63][C:58]4=[N:57][CH:56]=3)=[O:54])[CH:51]=2)[N:43]=1)([CH3:8])[CH3:7]. (4) Given the reactants [I:1][C:2]1[C:3]([S:11][C:12]2[NH:13][C:14]3[C:19]([N:20]=2)=[C:18]([NH2:21])[N:17]=[CH:16][N:15]=3)=[CH:4][C:5]2[O:9][CH2:8][O:7][C:6]=2[CH:10]=1.O.[CH2:23](OS(C1C=CC(C)=CC=1)(=O)=O)[CH2:24][CH2:25][CH3:26].C([O-])([O-])=O.[Cs+].[Cs+], predict the reaction product. The product is: [CH2:23]([N:13]1[C:12]([S:11][C:3]2[C:2]([I:1])=[CH:10][C:6]3[O:7][CH2:8][O:9][C:5]=3[CH:4]=2)=[N:20][C:19]2[C:14]1=[N:15][CH:16]=[N:17][C:18]=2[NH2:21])[CH2:24][CH2:25][CH3:26].